This data is from Catalyst prediction with 721,799 reactions and 888 catalyst types from USPTO. The task is: Predict which catalyst facilitates the given reaction. (1) Reactant: Cl[C:2]1[CH:7]=[C:6]([Cl:8])[N:5]=[CH:4][N:3]=1.[NH2:9][C:10]1[CH:15]=[CH:14][CH:13]=[CH:12][CH:11]=1.CN1CCCC1=O.C(OCC)(=O)C. Product: [NH:9]([C:2]1[CH:7]=[C:6]([Cl:8])[N:5]=[CH:4][N:3]=1)[C:10]1[CH:15]=[CH:14][CH:13]=[CH:12][CH:11]=1. The catalyst class is: 170. (2) Reactant: [C:1]([O:5][C:6](=[O:16])[NH:7][C:8]1[S:9][C:10]([C:14]#[CH:15])=[C:11]([CH3:13])[N:12]=1)([CH3:4])([CH3:3])[CH3:2]. Product: [C:1]([O:5][C:6](=[O:16])[NH:7][C:8]1[S:9][C:10]([CH2:14][CH3:15])=[C:11]([CH3:13])[N:12]=1)([CH3:4])([CH3:3])[CH3:2]. The catalyst class is: 78. (3) Reactant: [CH3:1][C:2]1[N:3]=[C:4]2[S:19][CH:18]=[CH:17][N:5]2[C:6](=[O:16])[C:7]=1[C:8]1[CH:15]=[CH:14][C:11]([C:12]#[N:13])=[CH:10][CH:9]=1.[CH3:20][O:21][C:22]1[C:23]([O:30][CH2:31][C:32]([CH3:35])([CH3:34])[CH3:33])=[C:24]([CH:27]=[CH:28][CH:29]=1)[CH:25]=O.[O-]CC.[Na+]. Product: [CH3:20][O:21][C:22]1[C:23]([O:30][CH2:31][C:32]([CH3:35])([CH3:34])[CH3:33])=[C:24](/[CH:25]=[CH:1]/[C:2]2[N:3]=[C:4]3[S:19][CH:18]=[CH:17][N:5]3[C:6](=[O:16])[C:7]=2[C:8]2[CH:9]=[CH:10][C:11]([C:12]#[N:13])=[CH:14][CH:15]=2)[CH:27]=[CH:28][CH:29]=1. The catalyst class is: 8. (4) Reactant: Cl[CH2:2][C:3]1([CH3:9])[CH2:7][O:6][C:5](=[O:8])[NH:4]1.[CH2:10]([SH:13])[CH2:11][SH:12].C(N(CC)CC)C. Product: [SH:12][CH2:11][CH2:10][S:13][CH2:2][C:3]1([CH3:9])[CH2:7][O:6][C:5](=[O:8])[NH:4]1. The catalyst class is: 3. (5) Reactant: [OH:1][C:2]1[CH:3]=[C:4]([C:12]([O:14][CH3:15])=[O:13])[CH:5]=[C:6]([CH:11]=1)[C:7]([O:9][CH3:10])=[O:8].C(=O)([O-])[O-].[K+].[K+].[CH2:22](Br)[C:23]1[CH:28]=[CH:27][CH:26]=[CH:25][CH:24]=1. Product: [CH2:22]([O:1][C:2]1[CH:11]=[C:6]([C:7]([O:9][CH3:10])=[O:8])[CH:5]=[C:4]([CH:3]=1)[C:12]([O:14][CH3:15])=[O:13])[C:23]1[CH:28]=[CH:27][CH:26]=[CH:25][CH:24]=1. The catalyst class is: 31.